From a dataset of Reaction yield outcomes from USPTO patents with 853,638 reactions. Predict the reaction yield, written as a fraction of the theoretical maximum amount of product (1.0 means a 100% yield; for example, 0.34 means a 34% yield). (1) The reactants are [C:1]([C:5]1[CH:10]=[CH:9][C:8]([N+:11]([O-])=O)=[CH:7][C:6]=1[S:14]([NH2:17])(=[O:16])=[O:15])([CH3:4])([CH3:3])[CH3:2].O.O.Cl[Sn]Cl.C([O-])(O)=O.[Na+]. The catalyst is CCO.CCOC(C)=O.O. The product is [C:1]([C:5]1[CH:10]=[CH:9][C:8]([NH2:11])=[CH:7][C:6]=1[S:14]([NH2:17])(=[O:15])=[O:16])([CH3:4])([CH3:2])[CH3:3]. The yield is 1.00. (2) The reactants are C(ON=O)(C)(C)C.[CH2:8]([O:10][C:11]([C:13]1[C:24]2[CH:23]3[CH:19]([CH2:20][N:21]([C:25]([O:27][C:28]([CH3:31])([CH3:30])[CH3:29])=[O:26])[CH2:22]3)[CH2:18][CH2:17][C:16]=2[S:15][C:14]=1N)=[O:12])[CH3:9]. The catalyst is C(O)C.O.C([O-])(=O)C.C([O-])(=O)C.[Cu+2]. The product is [CH2:8]([O:10][C:11]([C:13]1[C:24]2[CH:23]3[CH:19]([CH2:20][N:21]([C:25]([O:27][C:28]([CH3:29])([CH3:31])[CH3:30])=[O:26])[CH2:22]3)[CH2:18][CH2:17][C:16]=2[S:15][CH:14]=1)=[O:12])[CH3:9]. The yield is 0.360.